This data is from Full USPTO retrosynthesis dataset with 1.9M reactions from patents (1976-2016). The task is: Predict the reactants needed to synthesize the given product. (1) Given the product [CH:1]([C:4]1[CH:5]=[CH:6][C:7]([CH:10]2[C:14]3[C:15]([CH3:21])=[C:16]([CH3:20])[C:17]([CH3:19])=[CH:18][C:13]=3[O:12][CH2:11]2)=[CH:8][CH:9]=1)([CH3:3])[CH3:2], predict the reactants needed to synthesize it. The reactants are: [CH:1]([C:4]1[CH:9]=[CH:8][C:7]([C:10]2[C:14]3[C:15]([CH3:21])=[C:16]([CH3:20])[C:17]([CH3:19])=[CH:18][C:13]=3[O:12][CH:11]=2)=[CH:6][CH:5]=1)([CH3:3])[CH3:2]. (2) Given the product [N+:6]([C:9]1[CH:16]=[CH:15][CH:14]=[C:11]([CH2:12][S:5][CH:3]([CH3:4])[CH3:2])[CH:10]=1)([O-:8])=[O:7], predict the reactants needed to synthesize it. The reactants are: [Na].[CH3:2][CH:3]([SH:5])[CH3:4].[N+:6]([C:9]1[CH:10]=[C:11]([CH:14]=[CH:15][CH:16]=1)[CH2:12]Cl)([O-:8])=[O:7]. (3) Given the product [Br:12][C:13]1[CH:14]=[C:6]2[C:20]([C:19]([CH3:23])([CH3:24])[CH2:18][CH2:17][C:5]2=[O:7])=[CH:21][CH:22]=1, predict the reactants needed to synthesize it. The reactants are: C(O[C:5](=[O:7])[CH3:6])(=O)C.C(O)(=O)C.[Br:12][C:13]1[CH:14]=C2[C:20](=[CH:21][CH:22]=1)[C:19]([CH3:24])([CH3:23])[CH2:18][CH2:17]C2. (4) Given the product [CH:1]1([N:7]([C@H:21]2[CH2:22][CH2:23][C@H:24]([CH2:27][O:28][CH3:29])[CH2:25][CH2:26]2)[C:8](=[O:20])[NH:60][C:58]2[S:59][C:55]([S:54][C:51]([CH3:52])([CH3:53])[C:50]([OH:49])=[O:61])=[CH:56][N:57]=2)[CH2:2][CH2:3][CH2:4][CH2:5][CH2:6]1, predict the reactants needed to synthesize it. The reactants are: [CH:1]1([N:7]([C@H:21]2[CH2:26][CH2:25][C@H:24]([CH2:27][O:28][CH3:29])[CH2:23][CH2:22]2)[C:8](=[O:20])NC2SC(SCC(O)=O)=CN=2)[CH2:6][CH2:5][CH2:4][CH2:3][CH2:2]1.C1(N[C@H]2CCC[C@H](COC)CC2)CCCCC1.C([O:49][C:50](=[O:61])[C:51]([S:54][C:55]1[S:59][C:58]([NH2:60])=[N:57][CH:56]=1)([CH3:53])[CH3:52])C.